This data is from Full USPTO retrosynthesis dataset with 1.9M reactions from patents (1976-2016). The task is: Predict the reactants needed to synthesize the given product. (1) Given the product [CH3:1][CH:2]([CH3:30])[C:3]([NH:5][C:6]1[CH:11]=[CH:10][CH:9]=[C:8]([CH:12]2[CH2:17][CH2:16][N:15]([CH2:18][CH2:19][CH2:20][C:21]3[C:33]4[C:32](=[C:41]5[CH:40]=[CH:39][CH:38]=[CH:37][C:36]5=[CH:35][CH:34]=4)[NH:42][C:22]=3[C:23]3[CH:28]=[CH:27][CH:26]=[CH:25][CH:24]=3)[CH2:14][CH2:13]2)[CH:7]=1)=[O:4], predict the reactants needed to synthesize it. The reactants are: [CH3:1][CH:2]([CH3:30])[C:3]([NH:5][C:6]1[CH:11]=[CH:10][CH:9]=[C:8]([CH:12]2[CH2:17][CH2:16][N:15]([CH2:18][CH2:19][CH2:20][CH2:21][C:22](=O)[C:23]3[CH:28]=[CH:27][CH:26]=[CH:25][CH:24]=3)[CH2:14][CH2:13]2)[CH:7]=1)=[O:4].Cl.[C:32]1([NH:42]N)[C:41]2[C:36](=[CH:37][CH:38]=[CH:39][CH:40]=2)[CH:35]=[CH:34][CH:33]=1. (2) Given the product [CH3:10][O:9][CH2:8][C:5]1[CH:6]=[CH:7][C:2]([C:11]#[N:12])=[N:3][CH:4]=1, predict the reactants needed to synthesize it. The reactants are: Cl[C:2]1[CH:7]=[CH:6][C:5]([CH2:8][O:9][CH3:10])=[CH:4][N:3]=1.[C:11]([Zn]C#N)#[N:12].CN(C=O)C. (3) Given the product [C:1]([O:5][C:6]([N:8]1[CH2:13][C@@H:12]([C:14](=[O:37])[NH:15][CH2:16][C:17]2([CH2:31][CH2:32][CH2:33][CH2:34][O:35][CH3:36])[C:30]3[CH:29]=[CH:28][CH:27]=[CH:26][C:25]=3[O:24][C:23]3[C:18]2=[CH:19][CH:20]=[CH:21][CH:22]=3)[CH2:11][C@@H:10]([C:38](=[O:39])[NH:41][C@H:42]([CH2:47][OH:48])[CH2:43][CH:44]([CH3:46])[CH3:45])[CH2:9]1)=[O:7])([CH3:3])([CH3:2])[CH3:4], predict the reactants needed to synthesize it. The reactants are: [C:1]([O:5][C:6]([N:8]1[CH2:13][C@@H:12]([C:14](=[O:37])[NH:15][CH2:16][C:17]2([CH2:31][CH2:32][CH2:33][CH2:34][O:35][CH3:36])[C:30]3[CH:29]=[CH:28][CH:27]=[CH:26][C:25]=3[O:24][C:23]3[C:18]2=[CH:19][CH:20]=[CH:21][CH:22]=3)[CH2:11][C@@H:10]([C:38](O)=[O:39])[CH2:9]1)=[O:7])([CH3:4])([CH3:3])[CH3:2].[NH2:41][C@H:42]([CH2:47][OH:48])[CH2:43][CH:44]([CH3:46])[CH3:45].